From a dataset of Forward reaction prediction with 1.9M reactions from USPTO patents (1976-2016). Predict the product of the given reaction. (1) Given the reactants O[CH2:2][C:3]([CH2:8][OH:9])([CH3:7])[C:4]([OH:6])=[O:5].[H-].[Na+].[H][H].I[CH3:15].[OH-].[Na+].CN(C)[CH:20]=[O:21], predict the reaction product. The product is: [CH3:15][O:9][CH2:8][C:3]([CH2:7][O:21][CH3:20])([CH3:2])[C:4]([OH:6])=[O:5]. (2) Given the reactants [Cl:1][C:2]1[CH:7]=[CH:6][C:5]([C:8]2[S:9][CH:10]=[C:11]([CH:13]=[O:14])[N:12]=2)=[CH:4][CH:3]=1.C1C(=O)N([Br:22])C(=O)C1, predict the reaction product. The product is: [Br:22][C:10]1[S:9][C:8]([C:5]2[CH:4]=[CH:3][C:2]([Cl:1])=[CH:7][CH:6]=2)=[N:12][C:11]=1[CH:13]=[O:14].